Dataset: Full USPTO retrosynthesis dataset with 1.9M reactions from patents (1976-2016). Task: Predict the reactants needed to synthesize the given product. (1) Given the product [NH2:25][CH:1]([C:4]1[CH:5]=[C:6]([S:10]([NH:13][C:14]([CH3:17])([CH3:16])[CH3:15])(=[O:12])=[O:11])[CH:7]=[CH:8][CH:9]=1)[CH3:2], predict the reactants needed to synthesize it. The reactants are: [C:1]([C:4]1[CH:5]=[C:6]([S:10]([NH:13][C:14]([CH3:17])([CH3:16])[CH3:15])(=[O:12])=[O:11])[CH:7]=[CH:8][CH:9]=1)(=O)[CH3:2].C([O-])(=O)C.[NH4+].[BH3-]C#[N:25].[Na+].Cl. (2) The reactants are: [O:1]=[C:2]1[CH:11]=[CH:10][C:9]2[C:4](=[N:5][CH:6]=[CH:7][CH:8]=2)[N:3]1[CH2:12][CH2:13][CH2:14][C:15]1([C:28]([O:30][CH2:31][CH3:32])=[O:29])[CH2:20][CH2:19][N:18](C(OC(C)(C)C)=O)[CH2:17][CH2:16]1. Given the product [O:1]=[C:2]1[CH:11]=[CH:10][C:9]2[C:4](=[N:5][CH:6]=[CH:7][CH:8]=2)[N:3]1[CH2:12][CH2:13][CH2:14][C:15]1([C:28]([O:30][CH2:31][CH3:32])=[O:29])[CH2:16][CH2:17][NH:18][CH2:19][CH2:20]1, predict the reactants needed to synthesize it. (3) Given the product [C:1]([N:9]1[C:14](=[O:15])[C:13]([C:24]2[CH:23]=[N:22][CH:27]=[CH:26][CH:25]=2)=[CH:12][N:11]([CH2:17][CH2:18][CH2:19][Cl:20])[C:10]1=[O:21])(=[O:8])[C:2]1[CH:7]=[CH:6][CH:5]=[CH:4][CH:3]=1, predict the reactants needed to synthesize it. The reactants are: [C:1]([N:9]1[C:14](=[O:15])[C:13](I)=[CH:12][N:11]([CH2:17][CH2:18][CH2:19][Cl:20])[C:10]1=[O:21])(=[O:8])[C:2]1[CH:7]=[CH:6][CH:5]=[CH:4][CH:3]=1.[N:22]1[CH:27]=[CH:26][CH:25]=[C:24](B(O)O)[CH:23]=1.C([O-])([O-])=O.[Na+].[Na+].C1(P(C2CCCCC2)C2C=CC=CC=2C2C=CC=CC=2)CCCCC1. (4) The reactants are: [F:1][C:2]([F:33])([F:32])[C:3]1[CH:4]=[C:5]([C@H:13]2[O:17][C:16](=[O:18])[N:15]([CH2:19][C:20]3[C:25]([Br:26])=[CH:24][N:23]=[C:22](S(C)(=O)=O)[N:21]=3)[C@H:14]2[CH3:31])[CH:6]=[C:7]([C:9]([F:12])([F:11])[F:10])[CH:8]=1.[F:34][C:35]1([F:39])[CH2:38][NH:37][CH2:36]1.C(N(C(C)C)CC)(C)C. Given the product [F:1][C:2]([F:33])([F:32])[C:3]1[CH:4]=[C:5]([C@H:13]2[O:17][C:16](=[O:18])[N:15]([CH2:19][C:20]3[C:25]([Br:26])=[CH:24][N:23]=[C:22]([N:37]4[CH2:38][C:35]([F:39])([F:34])[CH2:36]4)[N:21]=3)[C@H:14]2[CH3:31])[CH:6]=[C:7]([C:9]([F:12])([F:11])[F:10])[CH:8]=1, predict the reactants needed to synthesize it. (5) The reactants are: [CH3:1][C:2]1[N:7]([CH2:8][C:9]2[S:10][C:11]([C:14]([F:17])([F:16])[F:15])=[CH:12][CH:13]=2)[C:6](=[O:18])[N:5]=[C:4](SC)[N:3]=1.COC1C=CC=C2C=1C(O)CNC2.[CH3:34][O:35][C:36]1[CH:45]=[C:44]2[C:39]([CH:40]([OH:46])[CH2:41][NH:42][CH2:43]2)=[CH:38][CH:37]=1. Given the product [OH:46][CH:40]1[C:39]2[C:44](=[CH:45][C:36]([O:35][CH3:34])=[CH:37][CH:38]=2)[CH2:43][N:42]([C:4]2[N:3]=[C:2]([CH3:1])[N:7]([CH2:8][C:9]3[S:10][C:11]([C:14]([F:17])([F:16])[F:15])=[CH:12][CH:13]=3)[C:6](=[O:18])[N:5]=2)[CH2:41]1, predict the reactants needed to synthesize it. (6) The reactants are: [CH2:1]([O:8][C:9]1[CH:10]=[C:11]2[C:16](=[CH:17][CH:18]=1)[C:15]([C:19](=[O:35])[C:20]1[CH:25]=[CH:24][C:23]([O:26][CH2:27][CH2:28][N:29]3[CH2:34][CH2:33][CH2:32][CH2:31][CH2:30]3)=[CH:22][CH:21]=1)=[C:14](OS(C(F)(F)F)(=O)=O)[CH:13]=[CH:12]2)[C:2]1[CH:7]=[CH:6][CH:5]=[CH:4][CH:3]=1.B1(B2OCC(C)(C)CO2)OCC(C)(C)CO1.[F-].[Cs+].Br[C:63]1[CH:68]=[CH:67][C:66]([F:69])=[CH:65][C:64]=1[F:70]. Given the product [CH2:1]([O:8][C:9]1[CH:10]=[C:11]2[C:16](=[CH:17][CH:18]=1)[C:15]([C:19]([C:20]1[CH:21]=[CH:22][C:23]([O:26][CH2:27][CH2:28][N:29]3[CH2:34][CH2:33][CH2:32][CH2:31][CH2:30]3)=[CH:24][CH:25]=1)=[O:35])=[C:14]([C:63]1[CH:68]=[CH:67][C:66]([F:69])=[CH:65][C:64]=1[F:70])[CH:13]=[CH:12]2)[C:2]1[CH:3]=[CH:4][CH:5]=[CH:6][CH:7]=1, predict the reactants needed to synthesize it. (7) Given the product [CH2:13]([C@@H:15]1[CH2:19][O:18][C:17](=[O:20])[N:16]1[C:2]1[CH:3]=[CH:4][C:5]([C:6]([OH:8])=[O:7])=[CH:11][CH:12]=1)[CH3:14], predict the reactants needed to synthesize it. The reactants are: I[C:2]1[CH:12]=[CH:11][C:5]([C:6]([O:8]CC)=[O:7])=[CH:4][CH:3]=1.[CH2:13]([C@@H:15]1[CH2:19][O:18][C:17](=[O:20])[NH:16]1)[CH3:14].